Dataset: Catalyst prediction with 721,799 reactions and 888 catalyst types from USPTO. Task: Predict which catalyst facilitates the given reaction. (1) Reactant: [OH:1][CH:2]1[CH2:6][CH2:5][N:4]([C:7]2[CH:8]=[C:9]3[C:13](=[CH:14][CH:15]=2)[C:12]2([C:19](=[O:20])[N:18]([CH2:21][C:22]([O:24]C(C)(C)C)=[O:23])[C:17](=[O:29])[NH:16]2)[CH2:11][CH2:10]3)[CH2:3]1.C(O)(C(F)(F)F)=O. Product: [OH:1][CH:2]1[CH2:6][CH2:5][N:4]([C:7]2[CH:8]=[C:9]3[C:13](=[CH:14][CH:15]=2)[C:12]2([C:19](=[O:20])[N:18]([CH2:21][C:22]([OH:24])=[O:23])[C:17](=[O:29])[NH:16]2)[CH2:11][CH2:10]3)[CH2:3]1. The catalyst class is: 2. (2) The catalyst class is: 3. Product: [S:9]1[CH:10]=[CH:11][C:7]2[CH:6]=[C:5]([O:4][CH2:3][CH2:2][N:14]3[CH2:19][CH2:18][O:17][CH2:16][CH2:15]3)[CH:13]=[CH:12][C:8]1=2. Reactant: Cl[CH2:2][CH2:3][O:4][C:5]1[CH:13]=[CH:12][C:8]2[S:9][CH:10]=[CH:11][C:7]=2[CH:6]=1.[NH:14]1[CH2:19][CH2:18][O:17][CH2:16][CH2:15]1.[I-].[Na+].C(=O)(O)[O-].[Na+]. (3) Reactant: [CH2:1]([N:8]1[CH2:13][CH2:12][C:11](=[O:14])[CH2:10][CH2:9]1)[C:2]1[CH:7]=[CH:6][CH:5]=[CH:4][CH:3]=1.[CH3:15][Li]. Product: [CH2:1]([N:8]1[CH2:13][CH2:12][C:11]([CH3:15])([OH:14])[CH2:10][CH2:9]1)[C:2]1[CH:3]=[CH:4][CH:5]=[CH:6][CH:7]=1. The catalyst class is: 1. (4) Reactant: [CH3:1][S:2][C:3]1[N:8]=[C:7]([C:9]2[S:10][C:11]3[CH:19]=[CH:18][CH:17]=[CH:16][C:12]=3[C:13](=[O:15])[N:14]=2)[CH:6]=[CH:5][CH:4]=1.ClC1C=CC=C(C(OO)=[O:28])C=1. Product: [CH3:1][S:2]([C:3]1[N:8]=[C:7]([C:9]2[S:10][C:11]3[CH:19]=[CH:18][CH:17]=[CH:16][C:12]=3[C:13](=[O:15])[N:14]=2)[CH:6]=[CH:5][CH:4]=1)=[O:28]. The catalyst class is: 22.